From a dataset of Forward reaction prediction with 1.9M reactions from USPTO patents (1976-2016). Predict the product of the given reaction. (1) The product is: [N+:22]([C:25]1[CH:30]=[CH:29][CH:28]=[CH:27][C:26]=1[CH:31]1[O:1][N:2]=[C:3]([C:4]2[N:5]=[C:6]([CH:9]3[CH2:10][CH2:11][N:12]([C:15]([O:17][C:18]([CH3:21])([CH3:20])[CH3:19])=[O:16])[CH2:13][CH2:14]3)[S:7][CH:8]=2)[CH2:32]1)([O-:24])=[O:23]. Given the reactants [OH:1][N:2]=[CH:3][C:4]1[N:5]=[C:6]([CH:9]2[CH2:14][CH2:13][N:12]([C:15]([O:17][C:18]([CH3:21])([CH3:20])[CH3:19])=[O:16])[CH2:11][CH2:10]2)[S:7][CH:8]=1.[N+:22]([C:25]1[CH:30]=[CH:29][CH:28]=[CH:27][C:26]=1[CH:31]=[CH2:32])([O-:24])=[O:23].C(=O)([O-])O.[K+].ClN1C(=O)CCC1=O, predict the reaction product. (2) Given the reactants Br[C:2]1[CH:3]=[C:4]([C:9](=[O:22])[C:10]([C:12]2[CH:17]=[CH:16][C:15]([O:18][CH:19]([F:21])[F:20])=[CH:14][CH:13]=2)=[O:11])[CH:5]=[CH:6][C:7]=1[F:8].[CH2:23]([OH:27])[CH2:24][C:25]#[CH:26].[Al], predict the reaction product. The product is: [F:20][CH:19]([F:21])[O:18][C:15]1[CH:16]=[CH:17][C:12]([C:10](=[O:11])[C:9]([C:4]2[CH:5]=[CH:6][C:7]([F:8])=[C:2]([C:26]#[C:25][CH2:24][CH2:23][OH:27])[CH:3]=2)=[O:22])=[CH:13][CH:14]=1. (3) Given the reactants CO[CH:3](OC)[CH2:4][Br:5].Br.[Cl:9][C:10]1[CH:11]=[C:12]([C:16]2[N:17]=[C:18]([NH2:21])[S:19][CH:20]=2)[CH:13]=[CH:14][CH:15]=1.C1C(=O)N(Br)C(=O)C1.N1C=CN=C1, predict the reaction product. The product is: [Br:5][C:4]1[N:17]2[C:18]([S:19][CH:20]=[C:16]2[C:12]2[CH:13]=[CH:14][CH:15]=[C:10]([Cl:9])[CH:11]=2)=[N:21][CH:3]=1. (4) The product is: [CH3:1][C:2]1[CH:3]=[N:4][C:5]([CH2:11][S+:12]([O-:24])[C:13]2[NH:14][C:15]3[CH:16]=[CH:17][C:18]([O:22][CH3:23])=[CH:19][C:20]=3[N:21]=2)=[C:6]([CH3:10])[C:7]=1[O:8][CH3:9]. Given the reactants [CH3:1][C:2]1[CH:3]=[N:4][C:5]([CH2:11][S+:12]([O-:24])[C:13]2[N-:14][C:15]3[CH:16]=[CH:17][C:18]([O:22][CH3:23])=[CH:19][C:20]=3[N:21]=2)=[C:6]([CH3:10])[C:7]=1[O:8][CH3:9].[Na+].C(N(CC)CC)C.C(O)(=O)C(C1C=CC=CC=1)O, predict the reaction product. (5) Given the reactants [N:1]([C:8]([O:10][C:11]([CH3:14])([CH3:13])[CH3:12])=[O:9])([CH3:7])[C@H:2]([C:4]([OH:6])=O)[CH3:3].CCN(C(C)C)C(C)C.CN(C(ON1N=NC2C=CC=NC1=2)=[N+](C)C)C.F[P-](F)(F)(F)(F)F.Cl.[CH2:49]([O:56][C:57]([C@@H:59]1[CH2:63][C@H:62]([NH:64][C:65]([O:67][CH2:68][CH:69]2[C:81]3[CH:80]=[CH:79][CH:78]=[CH:77][C:76]=3[C:75]3[C:70]2=[CH:71][CH:72]=[CH:73][CH:74]=3)=[O:66])[CH2:61][N:60]1[C:82](=[O:91])[C@@H:83]([NH2:90])[CH:84]1[CH2:89][CH2:88][CH2:87][CH2:86][CH2:85]1)=[O:58])[C:50]1[CH:55]=[CH:54][CH:53]=[CH:52][CH:51]=1, predict the reaction product. The product is: [CH2:49]([O:56][C:57]([C@@H:59]1[CH2:63][C@H:62]([NH:64][C:65]([O:67][CH2:68][CH:69]2[C:81]3[CH:80]=[CH:79][CH:78]=[CH:77][C:76]=3[C:75]3[C:70]2=[CH:71][CH:72]=[CH:73][CH:74]=3)=[O:66])[CH2:61][N:60]1[C:82](=[O:91])[C@@H:83]([NH:90][C:4](=[O:6])[C@@H:2]([N:1]([C:8]([O:10][C:11]([CH3:14])([CH3:13])[CH3:12])=[O:9])[CH3:7])[CH3:3])[CH:84]1[CH2:89][CH2:88][CH2:87][CH2:86][CH2:85]1)=[O:58])[C:50]1[CH:51]=[CH:52][CH:53]=[CH:54][CH:55]=1. (6) Given the reactants [N:1]1([C:5]([C:7]2[N:8]=[CH:9][C:10]([O:13][C:14]3[CH:15]=[C:16]([CH:20]=[C:21]([O:23][C@@H:24]([CH3:28])[CH2:25][O:26][CH3:27])[CH:22]=3)[C:17]([OH:19])=O)=[N:11][CH:12]=2)=[O:6])[CH2:4][CH2:3][CH2:2]1.[CH3:29][C:30]1[N:31]=[CH:32][C:33]([NH2:36])=[N:34][CH:35]=1.CC1CCCO1.CN1CCOCC1.CCCP1(OP(CCC)(=O)OP(CCC)(=O)O1)=O, predict the reaction product. The product is: [N:1]1([C:5]([C:7]2[N:8]=[CH:9][C:10]([O:13][C:14]3[CH:15]=[C:16]([CH:20]=[C:21]([O:23][C@@H:24]([CH3:28])[CH2:25][O:26][CH3:27])[CH:22]=3)[C:17]([NH:36][C:33]3[CH:32]=[N:31][C:30]([CH3:29])=[CH:35][N:34]=3)=[O:19])=[N:11][CH:12]=2)=[O:6])[CH2:4][CH2:3][CH2:2]1. (7) Given the reactants [C:1](Cl)(=O)[C:2]([Cl:4])=[O:3].[F:7][C:8]([F:19])([F:18])[C:9]1C=[CH:16][CH:15]=[CH:14][C:10]=1C(O)=O, predict the reaction product. The product is: [F:7][C:8]([F:19])([F:18])[C:9]1[CH:10]=[CH:14][CH:15]=[CH:16][C:1]=1[C:2]([Cl:4])=[O:3]. (8) Given the reactants [CH:1]1([C:7](=O)[CH2:8][C:9]#[N:10])[CH2:6][CH2:5][CH2:4][CH2:3][CH2:2]1.O.[NH2:13][NH2:14], predict the reaction product. The product is: [CH:1]1([C:7]2[NH:14][N:13]=[C:9]([NH2:10])[CH:8]=2)[CH2:6][CH2:5][CH2:4][CH2:3][CH2:2]1. (9) Given the reactants [CH3:1][O:2][C:3](=[O:15])/[CH:4]=[CH:5]/[C:6]1[CH:7]=[C:8](B(O)O)[CH:9]=[CH:10][CH:11]=1.I[C:17]1[N:22]=[C:21]([NH2:23])[N:20]=[C:19]([NH:24][CH3:25])[CH:18]=1, predict the reaction product. The product is: [NH2:23][C:21]1[N:22]=[C:17]([C:8]2[CH:7]=[C:6](/[CH:5]=[CH:4]/[C:3]([O:2][CH3:1])=[O:15])[CH:11]=[CH:10][CH:9]=2)[CH:18]=[C:19]([NH:24][CH3:25])[N:20]=1.